This data is from Reaction yield outcomes from USPTO patents with 853,638 reactions. The task is: Predict the reaction yield, written as a fraction of the theoretical maximum amount of product (1.0 means a 100% yield; for example, 0.34 means a 34% yield). (1) The yield is 0.500. The reactants are O.O.O.[F-:4].[Al+3:5].[F-:6].[F-:7].O.O.O.[F-:11].[CH2:12]([N+:14]([CH2:18][CH3:19])([CH2:16][CH3:17])[CH3:15])[CH3:13]. The product is [F:4][Al-:5]([F:11])([F:7])[F:6].[CH2:12]([N+:14]([CH2:18][CH3:19])([CH2:16][CH3:17])[CH3:15])[CH3:13]. No catalyst specified. (2) The reactants are [CH3:1][O:2][C:3]1[CH:8]=[CH:7][CH:6]=[CH:5][C:4]=1[CH2:9][C:10]([O:12][CH3:13])=[O:11].C1COCC1.C([N-]C(C)C)(C)C.[Li+].[CH2:27](Br)[C:28]1[CH:33]=[CH:32][CH:31]=[CH:30][CH:29]=1. The catalyst is CCCCCCC.C1COCC1. The product is [CH3:1][O:2][C:3]1[CH:8]=[CH:7][CH:6]=[CH:5][C:4]=1[CH:9]([CH2:27][C:28]1[CH:33]=[CH:32][CH:31]=[CH:30][CH:29]=1)[C:10]([O:12][CH3:13])=[O:11]. The yield is 0.350. (3) The reactants are [NH:1]1[C:9]2[C:4](=[CH:5][CH:6]=[CH:7][CH:8]=2)[C:3]2([C:13]3=[CH:14][C:15]4[O:19][CH2:18][O:17][C:16]=4[CH:20]=[C:12]3[O:11][CH2:10]2)[C:2]1=[O:21].C(=O)([O-])[O-].[Cs+].[Cs+].Br[CH2:29][C:30]1[O:31][C:32]([C:35]([F:38])([F:37])[F:36])=[CH:33][CH:34]=1. The catalyst is CC(C)=O. The product is [F:36][C:35]([F:38])([F:37])[C:32]1[O:31][C:30]([CH2:29][N:1]2[C:9]3[C:4](=[CH:5][CH:6]=[CH:7][CH:8]=3)[C:3]3([C:13]4=[CH:14][C:15]5[O:19][CH2:18][O:17][C:16]=5[CH:20]=[C:12]4[O:11][CH2:10]3)[C:2]2=[O:21])=[CH:34][CH:33]=1. The yield is 0.730. (4) The reactants are [CH3:1][O:2][C:3]1[CH:4]=[C:5]2[C:10](=[CH:11][C:12]=1[O:13][CH2:14][CH:15]1[CH2:20][CH2:19][NH:18][CH2:17][CH2:16]1)[N:9]=[CH:8][N:7]=[C:6]2[O:21][C:22]1[CH:23]=[C:24]2[C:28](=[CH:29][CH:30]=1)[NH:27][C:26]([CH3:31])=[CH:25]2.Cl[CH2:33][C:34]#[N:35].C(=O)([O-])[O-].[K+].[K+].[I-].[K+]. The catalyst is CN(C=O)C.O. The product is [C:34]([CH2:33][CH:14]([CH:15]1[CH2:20][CH2:19][NH:18][CH2:17][CH2:16]1)[O:13][C:12]1[CH:11]=[C:10]2[C:5]([C:6]([O:21][C:22]3[CH:23]=[C:24]4[C:28](=[CH:29][CH:30]=3)[NH:27][C:26]([CH3:31])=[CH:25]4)=[N:7][CH:8]=[N:9]2)=[CH:4][C:3]=1[O:2][CH3:1])#[N:35]. The yield is 0.660. (5) The reactants are [Cl:1][C:2]1[N:10]([CH2:11][CH:12]=[CH2:13])[C:9]2[C:8](=[O:14])[N:7]([CH3:15])[C:6](=[O:16])[N:5](COCC[Si](C)(C)C)[C:4]=2[N:3]=1.C(O)(C(F)(F)F)=O. The catalyst is C(Cl)Cl. The product is [Cl:1][C:2]1[N:10]([CH2:11][CH:12]=[CH2:13])[C:9]2[C:8](=[O:14])[N:7]([CH3:15])[C:6](=[O:16])[NH:5][C:4]=2[N:3]=1. The yield is 0.450.